Task: Predict the product of the given reaction.. Dataset: Forward reaction prediction with 1.9M reactions from USPTO patents (1976-2016) (1) The product is: [NH2:1][C:2]1[C:7]([C:8]2[S:12][C:11]3[CH:13]=[CH:14][C:15]([NH:17][C:18]([NH:20][C:21]4[CH:26]=[CH:25][C:24]([Cl:27])=[C:23]([C:28]([F:31])([F:30])[F:29])[CH:22]=4)=[O:19])=[CH:16][C:10]=3[CH:9]=2)=[CH:6][C:5]([C:32]2[N:33]=[N:34][N:35]([CH2:37][CH2:38][OH:39])[N:36]=2)=[CH:4][N:3]=1. Given the reactants [NH2:1][C:2]1[C:7]([C:8]2[S:12][C:11]3[CH:13]=[CH:14][C:15]([NH:17][C:18]([NH:20][C:21]4[CH:26]=[CH:25][C:24]([Cl:27])=[C:23]([C:28]([F:31])([F:30])[F:29])[CH:22]=4)=[O:19])=[CH:16][C:10]=3[CH:9]=2)=[CH:6][C:5]([C:32]2[N:33]=[N:34][N:35]([CH2:37][CH2:38][O:39][Si](C(C)(C)C)(C)C)[N:36]=2)=[CH:4][N:3]=1.[F-].C([N+](CCCC)(CCCC)CCCC)CCC, predict the reaction product. (2) Given the reactants [N:1]1([C:7]2[N:12]=[C:11]([CH2:13][C:14](=[O:33])[N:15]3[C:23]4[C:18](=[C:19](C5CCCN(CCC)C5)[CH:20]=[CH:21][CH:22]=4)[CH2:17][CH2:16]3)[NH:10][C:9](=[O:34])[CH:8]=2)[CH2:6][CH2:5][O:4][CH2:3][CH2:2]1.Cl.CN(C)[CH2:38][CH2:39][CH2:40]N=C=NCC.N1(C2N=C(CC([O-])=O)NC(=O)C=2)CCOCC1.[Na+], predict the reaction product. The product is: [N:1]1([C:7]2[N:12]=[C:11]([CH2:13][C:14](=[O:33])[N:15]3[C:23]4[CH:22]=[CH:21][CH:20]=[CH:19][C:18]=4[CH:17]4[CH2:38][CH2:39][CH2:40][CH:16]34)[NH:10][C:9](=[O:34])[CH:8]=2)[CH2:6][CH2:5][O:4][CH2:3][CH2:2]1. (3) The product is: [NH:1]([C:14]([O:16][C:17]([CH3:20])([CH3:19])[CH3:18])=[O:15])[C@H:2]([C:11]([N:23]([CH3:22])[O:24][CH3:25])=[O:13])[CH2:3][C:4](=[O:10])[O:5][C:6]([CH3:7])([CH3:8])[CH3:9]. Given the reactants [NH:1]([C:14]([O:16][C:17]([CH3:20])([CH3:19])[CH3:18])=[O:15])[C@H:2]([C:11]([OH:13])=O)[CH2:3][C:4](=[O:10])[O:5][C:6]([CH3:9])([CH3:8])[CH3:7].Cl.[CH3:22][NH:23][O:24][CH3:25].CN1CCOCC1.ON1C2C=CC=CC=2N=N1.CC(C)N=C=NC(C)C, predict the reaction product. (4) Given the reactants Br[C:2]1[CH:3]=[C:4]2[N:10]([O:11][CH:12]([C:14]3[C:19]([Cl:20])=[CH:18][CH:17]=[C:16]([F:21])[C:15]=3[Cl:22])[CH3:13])[CH:9]=[CH:8][C:5]2=[N:6][CH:7]=1.C([O-])([O-])=O.[K+].[K+].[N:29]1([C:35]([C:37]2[CH:38]=[C:39](B(O)O)[CH:40]=[CH:41][CH:42]=2)=[O:36])[CH2:34][CH2:33][O:32][CH2:31][CH2:30]1, predict the reaction product. The product is: [Cl:22][C:15]1[C:16]([F:21])=[CH:17][CH:18]=[C:19]([Cl:20])[C:14]=1[CH:12]([O:11][N:10]1[C:4]2[C:5](=[N:6][CH:7]=[C:2]([C:41]3[CH:42]=[C:37]([C:35]([N:29]4[CH2:34][CH2:33][O:32][CH2:31][CH2:30]4)=[O:36])[CH:38]=[CH:39][CH:40]=3)[CH:3]=2)[CH:8]=[CH:9]1)[CH3:13]. (5) The product is: [Br:12][C:13]1[CH:21]=[CH:20][C:16]([C:17]([O:19][C:25]([CH3:27])([CH3:26])[CH3:24])=[O:18])=[CH:15][C:14]=1[O:22][CH3:23]. Given the reactants [O-]S([O-])(=O)=O.[Mg+2].OS(O)(=O)=O.[Br:12][C:13]1[CH:21]=[CH:20][C:16]([C:17]([OH:19])=[O:18])=[CH:15][C:14]=1[O:22][CH3:23].[CH3:24][C:25](O)([CH3:27])[CH3:26], predict the reaction product. (6) Given the reactants [CH2:1]([C:3]1[C:7]([N+:8]([O-:10])=[O:9])=[C:6]([C:11]([NH2:13])=[O:12])[NH:5][N:4]=1)[CH3:2].CC1C=CC(S(O[CH2:25][C@@H:26]2[CH2:30][CH2:29][CH2:28][N:27]2[C:31]([O:33][C:34]([CH3:37])([CH3:36])[CH3:35])=[O:32])(=O)=O)=CC=1.C(=O)([O-])[O-].[Cs+].[Cs+], predict the reaction product. The product is: [NH2:13][C:11]([C:6]1[C:7]([N+:8]([O-:10])=[O:9])=[C:3]([CH2:1][CH3:2])[N:4]([CH2:25][C@@H:26]2[CH2:30][CH2:29][CH2:28][N:27]2[C:31]([O:33][C:34]([CH3:35])([CH3:37])[CH3:36])=[O:32])[N:5]=1)=[O:12]. (7) Given the reactants [C:1]([O:5][C:6]([N:8]1[CH2:12][C@H:11](O)[CH2:10][C@H:9]1[CH:14](O)[CH3:15])=[O:7])([CH3:4])([CH3:3])[CH3:2].[CH:17]([NH2:20])([CH3:19])[CH3:18], predict the reaction product. The product is: [C:1]([O:5][C:6]([N:8]1[CH2:12][CH:11]2[CH2:10][CH:9]1[CH:14]([CH3:15])[N:20]2[CH:17]([CH3:19])[CH3:18])=[O:7])([CH3:4])([CH3:3])[CH3:2].